Dataset: Forward reaction prediction with 1.9M reactions from USPTO patents (1976-2016). Task: Predict the product of the given reaction. (1) Given the reactants [CH3:1][C:2]1([CH3:9])[CH2:7][C:6](=O)[O:5][C:3]1=[O:4].[NH2:10][C:11]1[CH:12]=[CH:13][C:14]([C:21]#[N:22])=[C:15]([C:17]([F:20])([F:19])[F:18])[CH:16]=1, predict the reaction product. The product is: [CH3:1][C:2]1([CH3:9])[CH2:7][C:6](=[O:5])[N:10]([C:11]2[CH:12]=[CH:13][C:14]([C:21]#[N:22])=[C:15]([C:17]([F:18])([F:19])[F:20])[CH:16]=2)[C:3]1=[O:4]. (2) Given the reactants [F:1][C:2]1[CH:7]=[CH:6][C:5]([CH2:8][NH:9][C:10]([C:12]2[N:13]=[C:14]3[C:20]4([N:23]([CH3:31])[C:24](=[O:30])[C:25]([N:27]([CH3:29])[CH3:28])=[O:26])[CH2:21][CH2:22][C:17]([CH2:32][O:33]S(C5C=CC(C)=CC=5)(=O)=O)([CH2:18][CH2:19]4)[CH2:16][N:15]3[C:44](=[O:47])[C:45]=2[OH:46])=[O:11])=[CH:4][C:3]=1[CH3:48].C([O-])(=O)C.[K+].C([O-])([O-])=O.[K+].[K+].CCO, predict the reaction product. The product is: [F:1][C:2]1[CH:7]=[CH:6][C:5]([CH2:8][NH:9][C:10]([C:12]2[N:13]=[C:14]3[C:20]4([N:23]([CH3:31])[C:24](=[O:30])[C:25]([N:27]([CH3:28])[CH3:29])=[O:26])[CH2:21][CH2:22][C:17]([CH2:32][OH:33])([CH2:18][CH2:19]4)[CH2:16][N:15]3[C:44](=[O:47])[C:45]=2[OH:46])=[O:11])=[CH:4][C:3]=1[CH3:48]. (3) The product is: [F:1][C:2]([F:33])([F:32])[O:3][C:4]1[CH:31]=[CH:30][C:7]([CH2:8][N:9]([C:16]2[N:17]=[C:18]3[CH:23]=[C:22]([C:24]([F:27])([F:26])[F:25])[CH:21]=[CH:20][N:19]3[C:28]=2[CH3:29])[S:10]([CH2:13][CH2:14][Br:35])(=[O:12])=[O:11])=[CH:6][CH:5]=1. Given the reactants [F:1][C:2]([F:33])([F:32])[O:3][C:4]1[CH:31]=[CH:30][C:7]([CH2:8][N:9]([C:16]2[N:17]=[C:18]3[CH:23]=[C:22]([C:24]([F:27])([F:26])[F:25])[CH:21]=[CH:20][N:19]3[C:28]=2[CH3:29])[S:10]([CH2:13][CH2:14]O)(=[O:12])=[O:11])=[CH:6][CH:5]=1.C(Br)(Br)(Br)[Br:35].C1(P(C2C=CC=CC=2)C2C=CC=CC=2)C=CC=CC=1, predict the reaction product.